This data is from Forward reaction prediction with 1.9M reactions from USPTO patents (1976-2016). The task is: Predict the product of the given reaction. (1) Given the reactants C(=O)([O-])[O-].[Cs+].[Cs+].Br[CH2:8][C:9]([N:11]1[CH2:16][CH2:15][O:14][CH2:13][CH2:12]1)=[O:10].[NH2:17][C:18]1[C:27]2[N:28]=[C:29]([CH2:34][O:35][CH2:36][CH3:37])[N:30]([CH2:31][CH2:32][CH3:33])[C:26]=2[C:25]2[CH:24]=[C:23]([OH:38])[CH:22]=[CH:21][C:20]=2[N:19]=1.CN(C=O)C, predict the reaction product. The product is: [CH2:36]([O:35][CH2:34][C:29]1[N:30]([CH2:31][CH2:32][CH3:33])[C:26]2[C:25]3[CH:24]=[C:23]([O:38][CH2:8][C:9]([N:11]4[CH2:16][CH2:15][O:14][CH2:13][CH2:12]4)=[O:10])[CH:22]=[CH:21][C:20]=3[N:19]=[C:18]([NH2:17])[C:27]=2[N:28]=1)[CH3:37]. (2) Given the reactants C(OC([N:8]1[CH2:13][CH2:12][CH:11]([C:14]([O:16][CH2:17][O:18][C:19](=[O:46])[N:20]([C:43](=[O:45])[CH3:44])[CH2:21][C@@H:22]2[O:26][C:25](=[O:27])[N:24]([C:28]3[CH:33]=[CH:32][C:31]([CH:34]4[CH2:39][CH2:38][S:37](=[O:41])(=[O:40])[CH2:36][CH2:35]4)=[C:30]([F:42])[CH:29]=3)[CH2:23]2)=[O:15])[CH2:10][CH2:9]1)=O)(C)(C)C.C1(OC)C=CC=CC=1.[ClH:55].CCOCC, predict the reaction product. The product is: [ClH:55].[C:43]([N:20]([CH2:21][C@@H:22]1[O:26][C:25](=[O:27])[N:24]([C:28]2[CH:33]=[CH:32][C:31]([CH:34]3[CH2:39][CH2:38][S:37](=[O:40])(=[O:41])[CH2:36][CH2:35]3)=[C:30]([F:42])[CH:29]=2)[CH2:23]1)[C:19]([O:18][CH2:17][O:16][C:14]([CH:11]1[CH2:12][CH2:13][NH:8][CH2:9][CH2:10]1)=[O:15])=[O:46])(=[O:45])[CH3:44]. (3) Given the reactants [CH:1]([C:3]1[CH:4]=[C:5]([CH:11]=[CH:12][C:13]=1[OH:14])[C:6]([O:8][CH2:9][CH3:10])=[O:7])=O.Br[CH2:16][C:17](=[O:19])[CH3:18].C(=O)([O-])[O-].[K+].[K+].O, predict the reaction product. The product is: [C:17]([C:18]1[O:14][C:13]2[CH:12]=[CH:11][C:5]([C:6]([O:8][CH2:9][CH3:10])=[O:7])=[CH:4][C:3]=2[CH:1]=1)(=[O:19])[CH3:16]. (4) Given the reactants [Cl:1][C:2]1[C:3]([C:18]2[S:22][C:21]([C:23]3([O:27][CH2:28][O:29][CH3:30])[CH2:26][CH2:25][CH2:24]3)=[N:20][CH:19]=2)=[C:4]2[CH:10]=[C:9]([C:11]3[CH:17]=[CH:16][C:14]([NH2:15])=[CH:13][CH:12]=3)[NH:8][C:5]2=[N:6][CH:7]=1.[CH3:31][N:32]([CH3:37])[CH2:33][C:34](O)=[O:35].Cl.CN(C)CCCN=C=NCC.O.ON1C2C=CC=CC=2N=N1, predict the reaction product. The product is: [Cl:1][C:2]1[C:3]([C:18]2[S:22][C:21]([C:23]3([O:27][CH2:28][O:29][CH3:30])[CH2:24][CH2:25][CH2:26]3)=[N:20][CH:19]=2)=[C:4]2[CH:10]=[C:9]([C:11]3[CH:12]=[CH:13][C:14]([NH:15][C:34](=[O:35])[CH2:33][N:32]([CH3:37])[CH3:31])=[CH:16][CH:17]=3)[NH:8][C:5]2=[N:6][CH:7]=1. (5) Given the reactants [C:1]([C:5]1[CH:10]=[CH:9][C:8]([S:11]([N:14]([CH2:24][C:25](O)=[O:26])[C:15]2[CH:20]=[CH:19][CH:18]=[C:17]([N:21]([CH3:23])[CH3:22])[CH:16]=2)(=[O:13])=[O:12])=[CH:7][CH:6]=1)([CH3:4])([CH3:3])[CH3:2].[CH2:28]([NH:35][CH2:36][CH2:37][OH:38])[C:29]1[CH:34]=[CH:33][CH:32]=[CH:31][CH:30]=1, predict the reaction product. The product is: [CH2:28]([N:35]([CH2:36][CH2:37][OH:38])[C:25](=[O:26])[CH2:24][N:14]([S:11]([C:8]1[CH:7]=[CH:6][C:5]([C:1]([CH3:2])([CH3:4])[CH3:3])=[CH:10][CH:9]=1)(=[O:12])=[O:13])[C:15]1[CH:20]=[CH:19][CH:18]=[C:17]([N:21]([CH3:23])[CH3:22])[CH:16]=1)[C:29]1[CH:34]=[CH:33][CH:32]=[CH:31][CH:30]=1.